From a dataset of HIV replication inhibition screening data with 41,000+ compounds from the AIDS Antiviral Screen. Binary Classification. Given a drug SMILES string, predict its activity (active/inactive) in a high-throughput screening assay against a specified biological target. (1) The molecule is Cc1nn(C(=O)c2ccncc2)c2c1C(c1ccc([N+](=O)[O-])cc1)SC(=N)N2. The result is 0 (inactive). (2) The compound is Cc1c2n(c3ccccc13)CC1C2N(C)OC1(C)C. The result is 0 (inactive). (3) The drug is O=C1CCC2CN3CCc4c([nH]c5ccccc45)C3CC2C1. The result is 0 (inactive). (4) The compound is Nc1ncnc(N)c1N=O. The result is 0 (inactive). (5) The molecule is Cn1c(=O)c(Br)c(C=O)n(CCO[N+](=O)[O-])c1=O. The result is 0 (inactive). (6) The molecule is N=c1[nH]ncs1. The result is 0 (inactive). (7) The result is 0 (inactive). The compound is CCOC(=O)N1C2CCCC2C(=O)C2CCCC21.